This data is from Forward reaction prediction with 1.9M reactions from USPTO patents (1976-2016). The task is: Predict the product of the given reaction. (1) Given the reactants [N+:1]([C:4]1[C:5](=[O:14])[NH:6][CH:7]=[C:8]([C:10]([CH3:13])([CH3:12])[CH3:11])[CH:9]=1)([O-])=O, predict the reaction product. The product is: [NH2:1][C:4]1[C:5](=[O:14])[NH:6][CH:7]=[C:8]([C:10]([CH3:12])([CH3:11])[CH3:13])[CH:9]=1. (2) Given the reactants [F:1][C:2]([F:23])([C:17]1[CH:22]=[CH:21][CH:20]=[CH:19][N:18]=1)[CH2:3][NH:4][C:5]1[N:10]=[C:9]([CH2:11][C:12]([O:14]CC)=O)[CH:8]=[CH:7][N:6]=1.[Li+].[OH-].Cl.[Cl:27][C:28]1[CH:29]=[C:30]([CH:33]=[CH:34][CH:35]=1)[CH2:31][NH2:32].C1C=NC2N(O)N=NC=2C=1, predict the reaction product. The product is: [Cl:27][C:28]1[CH:29]=[C:30]([CH:33]=[CH:34][CH:35]=1)[CH2:31][NH:32][C:12](=[O:14])[CH2:11][C:9]1[CH:8]=[CH:7][N:6]=[C:5]([NH:4][CH2:3][C:2]([F:1])([F:23])[C:17]2[CH:22]=[CH:21][CH:20]=[CH:19][N:18]=2)[N:10]=1. (3) Given the reactants [CH:1]1([N:13]2[CH2:18][CH2:17][CH:16]([NH:19][C:20]3[C:21]([NH2:26])=[CH:22][CH:23]=[CH:24][CH:25]=3)[CH2:15][CH2:14]2)[C:11]2=[C:12]3[C:7](=[CH:8][CH:9]=[CH:10]2)[CH2:6][CH2:5][CH2:4][CH:3]3[CH2:2]1.[C:27](N1C=CN=C1)(N1C=CN=C1)=[O:28].O, predict the reaction product. The product is: [CH:1]1([N:13]2[CH2:14][CH2:15][CH:16]([N:19]3[C:20]4[CH:25]=[CH:24][CH:23]=[CH:22][C:21]=4[NH:26][C:27]3=[O:28])[CH2:17][CH2:18]2)[C:11]2=[C:12]3[C:7](=[CH:8][CH:9]=[CH:10]2)[CH2:6][CH2:5][CH2:4][CH:3]3[CH2:2]1. (4) Given the reactants [CH2:1]1[O:3][CH:2]1[CH2:4][OH:5].[C:6]([C:10](=[CH:12]Cl)[Cl:11])([F:9])([F:8])[F:7], predict the reaction product. The product is: [Cl:11][C:10]([C:6]([F:9])([F:8])[F:7])=[CH:12][O:5][CH2:4][CH:2]1[CH2:1][O:3]1. (5) Given the reactants [NH2:1][C:2]1[CH:7]=[CH:6][CH:5]=[C:4]([C:8]([OH:10])=[O:9])[N:3]=1.[ClH:11].O1CCO[CH2:14][CH2:13]1, predict the reaction product. The product is: [ClH:11].[NH2:1][C:2]1[CH:7]=[CH:6][CH:5]=[C:4]([C:8]([O:10][CH2:13][CH3:14])=[O:9])[N:3]=1. (6) The product is: [CH3:21][O:19][C:18](=[O:20])[CH2:17][C:11]1[CH:12]=[CH:13][C:14]([O:15][CH3:16])=[C:9]([Br:8])[CH:10]=1. Given the reactants C[Si](C=[N+]=[N-])(C)C.[Br:8][C:9]1[CH:10]=[C:11]([CH2:17][C:18]([OH:20])=[O:19])[CH:12]=[CH:13][C:14]=1[O:15][CH3:16].[C:21](O)(=O)C, predict the reaction product. (7) Given the reactants [C:1]([O:5][C:6]([N:8]1[CH:12]=[CH:11][CH:10]=[C:9]1[Sn](C)(C)C)=[O:7])([CH3:4])([CH3:3])[CH3:2].Br[C:18]1[CH:19]=[C:20]2[C:25](=[CH:26][CH:27]=1)[CH:24]=[C:23]([O:28][CH2:29][CH2:30][CH2:31][OH:32])[CH:22]=[CH:21]2, predict the reaction product. The product is: [OH:32][CH2:31][CH2:30][CH2:29][O:28][C:23]1[CH:24]=[C:25]2[C:20](=[CH:21][CH:22]=1)[C:19]([C:9]1[N:8]([C:6]([O:5][C:1]([CH3:4])([CH3:3])[CH3:2])=[O:7])[CH:12]=[CH:11][CH:10]=1)=[CH:18][CH:27]=[CH:26]2. (8) Given the reactants [CH2:1]([Zn]CC)C.CCCCCC.FC(F)(F)C(O)=O.ICI.[F:22][C:23]1[CH:28]=[CH:27][C:26]([C@@:29]([NH:51][S@:52]([C:54]([CH3:57])([CH3:56])[CH3:55])=[O:53])([C:37]2[CH:42]=[C:41]([O:43][C:44]([F:49])([F:48])[CH:45]([F:47])[F:46])[CH:40]=[C:39]([F:50])[CH:38]=2)[CH2:30][C:31]2[CH:36]=[CH:35][CH:34]=[CH:33][CH:32]=2)=[CH:25][C:24]=1[O:58][CH:59]=[CH2:60], predict the reaction product. The product is: [CH:59]1([O:58][C:24]2[CH:25]=[C:26]([C@@:29]([NH:51][S@:52]([C:54]([CH3:56])([CH3:55])[CH3:57])=[O:53])([C:37]3[CH:42]=[C:41]([O:43][C:44]([F:48])([F:49])[CH:45]([F:46])[F:47])[CH:40]=[C:39]([F:50])[CH:38]=3)[CH2:30][C:31]3[CH:36]=[CH:35][CH:34]=[CH:33][CH:32]=3)[CH:27]=[CH:28][C:23]=2[F:22])[CH2:1][CH2:60]1.